Dataset: Full USPTO retrosynthesis dataset with 1.9M reactions from patents (1976-2016). Task: Predict the reactants needed to synthesize the given product. (1) Given the product [O:1]([C:2]1[CH:10]=[CH:9][CH:8]=[C:7]2[C:3]=1[CH2:4][CH2:5][C:6]2=[O:11])[Si:23]([C:19]([CH3:22])([CH3:21])[CH3:20])([CH3:26])[CH3:25], predict the reactants needed to synthesize it. The reactants are: [OH:1][C:2]1[CH:10]=[CH:9][CH:8]=[C:7]2[C:3]=1[CH2:4][CH2:5][C:6]2=[O:11].C(N(CC)CC)C.[C:19]([Si:23]([CH3:26])([CH3:25])Cl)([CH3:22])([CH3:21])[CH3:20].O. (2) The reactants are: P([O:13][CH2:14][C@H:15]1[CH2:19][CH2:18][CH2:17][N:16]1[CH2:20][CH2:21][CH2:22][O:23][C:24]1[CH:33]=[C:32]2[C:27]([C:28]([NH:34][C:35]3[CH:39]=[C:38]([CH2:40][C:41]([NH:43][C:44]4[CH:49]=[CH:48][CH:47]=[C:46]([F:50])[CH:45]=4)=[O:42])[NH:37][N:36]=3)=[N:29][CH:30]=[N:31]2)=[CH:26][CH:25]=1)(OC(C)(C)C)(OC(C)(C)C)=O.N1CCC[C@@H]1CO. Given the product [F:50][C:46]1[CH:45]=[C:44]([NH:43][C:41](=[O:42])[CH2:40][C:38]2[NH:37][N:36]=[C:35]([NH:34][C:28]3[C:27]4[C:32](=[CH:33][C:24]([O:23][CH2:22][CH2:21][CH2:20][N:16]5[CH2:17][CH2:18][CH2:19][C@@H:15]5[CH2:14][OH:13])=[CH:25][CH:26]=4)[N:31]=[CH:30][N:29]=3)[CH:39]=2)[CH:49]=[CH:48][CH:47]=1, predict the reactants needed to synthesize it. (3) Given the product [Cl:1][C:2]1[CH:3]=[C:4]([C:12]2[O:16][N:15]=[C:14]([C:17]3[CH:18]=[CH:19][C:20]4[CH2:26][N:25]([CH2:27][C:28]([OH:30])=[O:29])[CH2:24][CH2:23][CH2:22][C:21]=4[CH:35]=3)[N:13]=2)[CH:5]=[CH:6][C:7]=1[O:8][CH:9]([CH3:11])[CH3:10], predict the reactants needed to synthesize it. The reactants are: [Cl:1][C:2]1[CH:3]=[C:4]([C:12]2[O:16][N:15]=[C:14]([C:17]3[CH:18]=[CH:19][C:20]4[CH2:26][N:25]([CH2:27][C:28]([O:30]C(C)(C)C)=[O:29])[CH2:24][CH2:23][CH2:22][C:21]=4[CH:35]=3)[N:13]=2)[CH:5]=[CH:6][C:7]=1[O:8][CH:9]([CH3:11])[CH3:10].Cl. (4) The reactants are: [F:1][C:2]1[CH:7]=[C:6]([F:8])[CH:5]=[CH:4][C:3]=1[C:9]1[CH:14]=[CH:13][CH:12]=[C:11]([N:15]2[CH2:20][CH2:19][C:18]([CH2:27][CH2:28][OH:29])([C:21]3[CH:26]=[CH:25][CH:24]=[CH:23][CH:22]=3)[O:17][C:16]2=[O:30])[CH:10]=1.CCN(CC)CC.[CH3:38][S:39](Cl)(=[O:41])=[O:40].O. Given the product [CH3:38][S:39]([O:29][CH2:28][CH2:27][C:18]1([C:21]2[CH:26]=[CH:25][CH:24]=[CH:23][CH:22]=2)[O:17][C:16](=[O:30])[N:15]([C:11]2[CH:10]=[C:9]([C:3]3[CH:4]=[CH:5][C:6]([F:8])=[CH:7][C:2]=3[F:1])[CH:14]=[CH:13][CH:12]=2)[CH2:20][CH2:19]1)(=[O:41])=[O:40], predict the reactants needed to synthesize it. (5) Given the product [F:22][C:23]1[CH:28]=[CH:27][CH:26]=[CH:25][C:24]=1[O:8][C@@H:7]([C:9]1[CH:10]=[N:11][CH:12]=[CH:13][CH:14]=1)[C@H:3]1[O:4][CH2:5][CH2:6][NH:1][CH2:2]1, predict the reactants needed to synthesize it. The reactants are: [NH:1]1[CH2:6][CH2:5][O:4][CH:3]([CH:7]([C:9]2[CH:10]=[N:11][CH:12]=[CH:13][CH:14]=2)[OH:8])[CH2:2]1.BrC1C=NC=CC=1.[F:22][C:23]1[CH:28]=[CH:27][CH:26]=[CH:25][C:24]=1O. (6) Given the product [N:1]1[O:2][N:3]=[C:4]2[C:9]([CH:10]3[C:20]([C:21]([O:23][CH2:24][CH3:25])=[O:22])=[C:19]([CH2:26][CH2:27][CH3:28])[NH:12][C:13]4=[N:14][NH:15][CH:16]=[C:17]34)=[CH:8][CH:7]=[CH:6][C:5]=12, predict the reactants needed to synthesize it. The reactants are: [N:1]1[O:2][N:3]=[C:4]2[C:9]([CH:10]=O)=[CH:8][CH:7]=[CH:6][C:5]=12.[NH2:12][C:13]1[CH:17]=[CH:16][NH:15][N:14]=1.O=[C:19]([CH2:26][CH2:27][CH3:28])[CH2:20][C:21]([O:23][CH2:24][CH3:25])=[O:22].